From a dataset of Reaction yield outcomes from USPTO patents with 853,638 reactions. Predict the reaction yield, written as a fraction of the theoretical maximum amount of product (1.0 means a 100% yield; for example, 0.34 means a 34% yield). (1) The reactants are [NH2:1][C:2]1[CH:7]=[CH:6][C:5]([OH:8])=[CH:4][C:3]=1[O:9][CH2:10][C:11]([CH3:13])=[CH2:12].C(N(CC)CC)C.[C:21](Cl)(=[O:23])[CH3:22].[CH3:25][CH:26]1CCC[O:27]1. No catalyst specified. The product is [C:21]([NH:1][C:2]1[CH:7]=[CH:6][C:5]([O:8][C:26](=[O:27])[CH3:25])=[CH:4][C:3]=1[O:9][CH2:10][C:11]([CH3:13])=[CH2:12])(=[O:23])[CH3:22]. The yield is 0.850. (2) The yield is 0.990. The product is [C:1]([O:5][C:6]([N:8]1[CH2:13][CH2:12][CH:11]([O:14][C:15]2[CH:20]=[CH:19][C:18]([NH2:21])=[CH:17][C:16]=2[C:24](=[O:28])[N:25]([CH3:26])[CH3:27])[CH2:10][CH2:9]1)=[O:7])([CH3:4])([CH3:3])[CH3:2]. The reactants are [C:1]([O:5][C:6]([N:8]1[CH2:13][CH2:12][CH:11]([O:14][C:15]2[CH:20]=[CH:19][C:18]([N+:21]([O-])=O)=[CH:17][C:16]=2[C:24](=[O:28])[N:25]([CH3:27])[CH3:26])[CH2:10][CH2:9]1)=[O:7])([CH3:4])([CH3:3])[CH3:2]. The catalyst is CO.[Pd]. (3) The reactants are Cl[C:2]1[CH:3]=[C:4]([NH:12][C:13]2[N:14]=[CH:15][C:16]3[CH2:17][C:18](=[O:32])[NH:19][C:20]4[CH:27]=[C:26]([C:28]([F:31])([F:30])[F:29])[CH:25]=[CH:24][C:21]=4[C:22]=3[N:23]=2)[C:5]([C:8]([F:11])([F:10])[F:9])=[N:6][CH:7]=1.[CH2:33]([N:36]([CH3:38])[CH3:37])[C:34]#[CH:35].C(=O)([O-])[O-].[Cs+].[Cs+].CC(C1C=C(C(C)C)C(C2C=CC=CC=2P(C2CCCCC2)C2CCCCC2)=C(C(C)C)C=1)C. The catalyst is CN(C=O)C.CC#N.CC#N.Cl[Pd]Cl. The product is [CH3:37][N:36]([CH3:38])[CH2:33][C:34]#[C:35][C:2]1[CH:3]=[C:4]([NH:12][C:13]2[N:14]=[CH:15][C:16]3[CH2:17][C:18](=[O:32])[NH:19][C:20]4[CH:27]=[C:26]([C:28]([F:31])([F:29])[F:30])[CH:25]=[CH:24][C:21]=4[C:22]=3[N:23]=2)[C:5]([C:8]([F:11])([F:9])[F:10])=[N:6][CH:7]=1. The yield is 0.660. (4) The catalyst is C1COCC1. The yield is 0.260. The reactants are CCO[C:4](/[N:6]=N/C(OCC)=O)=O.C1C=CC(P(C2C=CC=CC=2)C2C=CC=CC=2)=CC=1.O[CH2:33][CH2:34][C:35]1[O:36][C:37]([CH2:40][CH2:41][O:42][CH2:43][C:44]2[CH:49]=[CH:48][CH:47]=[CH:46][CH:45]=2)=[CH:38][CH:39]=1.CC(C)(O)C#N. The product is [C:44]1([CH2:43][O:42][CH2:41][CH2:40][C:37]2[O:36][C:35]([CH2:34][CH2:33][C:4]#[N:6])=[CH:39][CH:38]=2)[CH:49]=[CH:48][CH:47]=[CH:46][CH:45]=1. (5) The yield is 1.00. The catalyst is CO. The reactants are [CH3:1][C:2]1[N:7]=[CH:6][C:5]([CH2:8][C:9]([O:11]C)=[O:10])=[CH:4][CH:3]=1.[OH-].[Na+]. The product is [CH3:1][C:2]1[N:7]=[CH:6][C:5]([CH2:8][C:9]([OH:11])=[O:10])=[CH:4][CH:3]=1. (6) The reactants are N12CCCN=C1CCCCC2.Cl.[NH2:13][CH2:14][C:15]1[CH:23]=[CH:22][CH:21]=[C:20]2[C:16]=1[C:17](=[O:33])[N:18]([CH:25]1[CH2:30][CH2:29][C:28](=[O:31])[NH:27][C:26]1=[O:32])[C:19]2=[O:24].[N+](C1C=CC([N:43]([CH:47]2[CH2:49][CH2:48]2)[C:44](=O)[O-:45])=CC=1)([O-])=O. The catalyst is CC#N. The product is [O:32]=[C:26]1[CH:25]([N:18]2[C:17](=[O:33])[C:16]3[C:20](=[CH:21][CH:22]=[CH:23][C:15]=3[CH2:14][NH:13][C:44]([NH:43][CH:47]3[CH2:49][CH2:48]3)=[O:45])[C:19]2=[O:24])[CH2:30][CH2:29][C:28](=[O:31])[NH:27]1. The yield is 0.770. (7) The product is [CH3:21][C:16]1[CH:17]=[CH:18][CH:19]=[CH:20][C:15]=1[PH:14][C:9]1[CH:10]=[CH:11][CH:12]=[CH:13][C:8]=1[CH3:7].[BH3:5]. The reactants are [Cl-].[Ce+3].[Cl-].[Cl-].[BH4-:5].[Na+].[CH3:7][C:8]1[CH:13]=[CH:12][CH:11]=[CH:10][C:9]=1[PH:14](=O)[C:15]1[CH:20]=[CH:19][CH:18]=[CH:17][C:16]=1[CH3:21].[H-].[Al+3].[Li+].[H-].[H-].[H-].Cl. The catalyst is C1COCC1.C1(C)C=CC=CC=1. The yield is 0.430. (8) The reactants are [C:1]([C:5]1[CH:6]=[C:7]2[C:12](=[C:13]([F:15])[CH:14]=1)[C:11](=[O:16])[N:10]([C:17]1[C:18]([CH2:41][OH:42])=[C:19]([N:23]3[C:27]4=[N:28][C:29]([N:32]5[CH2:37][CH2:36][N:35]([CH3:38])[CH2:34][CH2:33]5)=[CH:30][CH:31]=[C:26]4[C:25]([C:39]#[N:40])=[CH:24]3)[CH:20]=[CH:21][CH:22]=1)[N:9]=[CH:8]2)([CH3:4])([CH3:3])[CH3:2].C([OH:45])C. The catalyst is O. The product is [C:1]([C:5]1[CH:6]=[C:7]2[C:12](=[C:13]([F:15])[CH:14]=1)[C:11](=[O:16])[N:10]([C:17]1[C:18]([CH2:41][OH:42])=[C:19]([N:23]3[C:27]4=[N:28][C:29]([N:32]5[CH2:33][CH2:34][N:35]([CH3:38])[CH2:36][CH2:37]5)=[CH:30][CH:31]=[C:26]4[C:25]([C:39]([NH2:40])=[O:45])=[CH:24]3)[CH:20]=[CH:21][CH:22]=1)[N:9]=[CH:8]2)([CH3:4])([CH3:2])[CH3:3]. The yield is 0.970. (9) The reactants are [NH2:1][CH:2]([CH3:13])[C:3]([N:5]1[CH2:10][CH2:9][S:8](=[O:12])(=[O:11])[CH2:7][CH2:6]1)=O. The catalyst is C1COCC1. The product is [O:12]=[S:8]1(=[O:11])[CH2:9][CH2:10][N:5]([CH2:3][C@@H:2]([NH2:1])[CH3:13])[CH2:6][CH2:7]1. The yield is 0.900.